Dataset: Forward reaction prediction with 1.9M reactions from USPTO patents (1976-2016). Task: Predict the product of the given reaction. (1) Given the reactants C(=O)([O-])[O-].[K+].[K+].Br[CH2:8][CH2:9][CH2:10][CH2:11][CH2:12][O:13][C:14]1[C:15]([O:34][CH3:35])=[CH:16][CH:17]=[C:18]2[C:23]=1[O:22][C:21](=[O:24])[CH:20]=[C:19]2[NH:25][C:26]1[C:31]([Cl:32])=[CH:30][N:29]=[CH:28][C:27]=1[Cl:33].[NH:36]1[CH:40]=[CH:39][N:38]=[N:37]1, predict the reaction product. The product is: [N:36]1([CH2:8][CH2:9][CH2:10][CH2:11][CH2:12][O:13][C:14]2[C:15]([O:34][CH3:35])=[CH:16][CH:17]=[C:18]3[C:23]=2[O:22][C:21](=[O:24])[CH:20]=[C:19]3[NH:25][C:26]2[C:31]([Cl:32])=[CH:30][N:29]=[CH:28][C:27]=2[Cl:33])[CH:40]=[CH:39][N:38]=[N:37]1. (2) Given the reactants [CH3:1][C:2]1(C)OC(=O)[CH:5]([C:9](=[O:20])[CH2:10][C:11]2[CH:16]=[C:15]([F:17])[C:14]([F:18])=[CH:13][C:12]=2[F:19])[C:4](=[O:21])[O:3]1, predict the reaction product. The product is: [O:20]=[C:9]([CH2:10][C:11]1[CH:16]=[C:15]([F:17])[C:14]([F:18])=[CH:13][C:12]=1[F:19])[CH2:5][C:4]([O:3][CH2:2][CH3:1])=[O:21]. (3) Given the reactants [NH2:1][C:2]1[CH:7]=[CH:6][CH:5]=[CH:4][C:3]=1[NH:8][C:9](=[O:17])[C:10]1[CH:15]=[CH:14][C:13](I)=[CH:12][CH:11]=1.[NH2:18][CH2:19][C:20]1[CH:21]=[N:22][CH:23]=[CH:24][CH:25]=1.C(=O)([O-])[O-].[K+].[K+].O1C=[CH:35][CH:34]=[C:33]1P(C1OC=CC=1)C1OC=CC=1.C=C=C, predict the reaction product. The product is: [NH2:1][C:2]1[CH:7]=[CH:6][CH:5]=[CH:4][C:3]=1[NH:8][C:9](=[O:17])[C:10]1[CH:15]=[CH:14][C:13]([C:34]([CH2:35][NH:18][CH2:19][C:20]2[CH:21]=[N:22][CH:23]=[CH:24][CH:25]=2)=[CH2:33])=[CH:12][CH:11]=1.